This data is from Catalyst prediction with 721,799 reactions and 888 catalyst types from USPTO. The task is: Predict which catalyst facilitates the given reaction. (1) Reactant: [F:1][C:2]([F:25])([F:24])[O:3][C:4]1[CH:9]=[CH:8][C:7]([N:10]2[CH:14]=[N:13][C:12]([C:15]3[CH:20]=[CH:19][C:18]([CH:21]([OH:23])[CH3:22])=[CH:17][CH:16]=3)=[N:11]2)=[CH:6][CH:5]=1.C(N(CC)CC)C.N1C=CC=CC=1.S(=O)(=O)=O. Product: [F:25][C:2]([F:1])([F:24])[O:3][C:4]1[CH:5]=[CH:6][C:7]([N:10]2[CH:14]=[N:13][C:12]([C:15]3[CH:20]=[CH:19][C:18]([C:21](=[O:23])[CH3:22])=[CH:17][CH:16]=3)=[N:11]2)=[CH:8][CH:9]=1. The catalyst class is: 764. (2) Reactant: [CH3:1][C@H:2]1[CH2:33][C:32]([CH3:34])=[CH:31][C@@H:30]([CH2:35][CH:36]=[CH2:37])[C:28](=[O:29])[CH2:27][C@H:26]([OH:38])[C@@H:25]([CH3:39])[C@@H:24](/[C:40](/[CH3:51])=[CH:41]/[C@H:42]2[CH2:47][C@@H:46]([O:48][CH3:49])[C@H:45]([OH:50])[CH2:44][CH2:43]2)[O:23][C:21](=[O:22])[C@H:20]2[N:15]([CH2:16][CH2:17][CH2:18][CH2:19]2)[C:13](=[O:14])[C:11](=[O:12])[C@:9]2([OH:52])[O:10][C@@H:5]([C@@H:6]([O:54][CH3:55])[CH2:7][C@H:8]2[CH3:53])[C@@H:4]([O:56][CH3:57])[CH2:3]1. Product: [OH:52][C:9]12[O:10][CH:5]([CH:6]([O:54][CH3:55])[CH2:7][CH:8]1[CH3:53])[CH:4]([O:56][CH3:57])[CH2:3][CH:2]([CH3:1])[CH2:33][C:32]([CH3:34])=[CH:31][CH:30]([CH2:35][CH2:36][CH3:37])[C:28](=[O:29])[CH2:27][CH:26]([OH:38])[CH:25]([CH3:39])[CH:24]([C:40]([CH3:51])=[CH:41][CH:42]1[CH2:43][CH2:44][CH:45]([OH:50])[CH:46]([O:48][CH3:49])[CH2:47]1)[O:23][C:21](=[O:22])[CH:20]1[N:15]([CH2:16][CH2:17][CH2:18][CH2:19]1)[C:13](=[O:14])[C:11]2=[O:12]. The catalyst class is: 78. (3) Reactant: [CH3:1][N:2]1[CH:6]=[C:5]([NH:7][C:8]([NH:10][C:11]2[CH:16]=[CH:15][C:14]([O:17][C:18]([F:21])([F:20])[F:19])=[CH:13][CH:12]=2)=[O:9])[N:4]=[C:3]1[C:22](O)=[O:23].CN(C(ON1N=NC2C=CC=NC1=2)=[N+](C)C)C.F[P-](F)(F)(F)(F)F.Cl.[Cl:50][CH2:51][CH2:52][CH2:53][NH2:54].C(N(CC)CC)C. Product: [Cl:50][CH2:51][CH2:52][CH2:53][NH:54][C:22]([C:3]1[N:2]([CH3:1])[CH:6]=[C:5]([NH:7][C:8]([NH:10][C:11]2[CH:12]=[CH:13][C:14]([O:17][C:18]([F:21])([F:20])[F:19])=[CH:15][CH:16]=2)=[O:9])[N:4]=1)=[O:23]. The catalyst class is: 239. (4) Reactant: C([O:3][C:4]([C:6]1[C:7]([C:19]([F:22])([F:21])[F:20])=[N:8][N:9]([CH2:11][C:12]2[CH:13]=[N:14][C:15]([F:18])=[CH:16][CH:17]=2)[CH:10]=1)=[O:5])C.O.[OH-].[Li+]. Product: [F:18][C:15]1[N:14]=[CH:13][C:12]([CH2:11][N:9]2[CH:10]=[C:6]([C:4]([OH:5])=[O:3])[C:7]([C:19]([F:20])([F:22])[F:21])=[N:8]2)=[CH:17][CH:16]=1. The catalyst class is: 1. (5) Reactant: [F:1][C:2]1[CH:7]=[CH:6][C:5](I)=[CH:4][CH:3]=1.[NH:9]1[CH:13]=[CH:12][C:11]([C:14]([O:16][CH2:17][CH3:18])=[O:15])=[N:10]1.CN(C)[C@@H]1CCCC[C@H]1N.C(=O)([O-])[O-].[K+].[K+]. Product: [F:1][C:2]1[CH:7]=[CH:6][C:5]([N:9]2[CH:13]=[CH:12][C:11]([C:14]([O:16][CH2:17][CH3:18])=[O:15])=[N:10]2)=[CH:4][CH:3]=1. The catalyst class is: 432.